Predict the product of the given reaction. From a dataset of Forward reaction prediction with 1.9M reactions from USPTO patents (1976-2016). (1) The product is: [Cl:37][C:36]1[CH:35]=[CH:34][CH:33]=[C:32]([Cl:38])[C:31]=1[CH2:30][C:6]1[C:5]2[N:39]=[CH:40][NH:41][C:4]=2[C:3]([C:1]([NH2:2])=[O:51])=[C:8]([NH:9][C:10]2[CH:15]=[CH:14][C:13]([N:16]3[CH2:17][CH2:18][NH:19][CH2:20][CH2:21]3)=[C:12]([CH3:29])[CH:11]=2)[N:7]=1. Given the reactants [C:1]([C:3]1[C:4]2[N:41](COCC[Si](C)(C)C)[CH:40]=[N:39][C:5]=2[C:6]([CH2:30][C:31]2[C:36]([Cl:37])=[CH:35][CH:34]=[CH:33][C:32]=2[Cl:38])=[N:7][C:8]=1[NH:9][C:10]1[CH:15]=[CH:14][C:13]([N:16]2[CH2:21][CH2:20][N:19](C(OC(C)(C)C)=O)[CH2:18][CH2:17]2)=[C:12]([CH3:29])[CH:11]=1)#[N:2].C(=O)(O)[O-:51].[Na+], predict the reaction product. (2) Given the reactants [Cl:1][C:2]1[CH:7]=[C:6]([Cl:8])[CH:5]=[C:4]([Cl:9])[C:3]=1[C:10]1[C:18]2[O:17][CH:16]([CH2:19][OH:20])[CH2:15][C:14]=2[CH:13]=[CH:12][CH:11]=1.[C:21]1([CH3:31])[CH:26]=[CH:25][C:24]([S:27](Cl)(=[O:29])=[O:28])=[CH:23][CH:22]=1, predict the reaction product. The product is: [CH3:31][C:21]1[CH:26]=[CH:25][C:24]([S:27]([O:20][CH2:19][CH:16]2[CH2:15][C:14]3[CH:13]=[CH:12][CH:11]=[C:10]([C:3]4[C:4]([Cl:9])=[CH:5][C:6]([Cl:8])=[CH:7][C:2]=4[Cl:1])[C:18]=3[O:17]2)(=[O:29])=[O:28])=[CH:23][CH:22]=1. (3) Given the reactants [CH3:1][N:2]1[CH:6]=[CH:5][C:4]([NH:7][C:8]([C:10]2[C:15]([NH:16][C:17]3[CH:18]=[N:19][CH:20]=[CH:21][CH:22]=3)=[CH:14][CH:13]=[C:12]([CH3:23])[N:11]=2)=[O:9])=[N:3]1.Br[C:25]1C(C)=NC=CC=1, predict the reaction product. The product is: [CH3:1][N:2]1[CH:6]=[CH:5][C:4]([NH:7][C:8]([C:10]2[C:15]([NH:16][C:17]3[C:18]([CH3:25])=[N:19][CH:20]=[CH:21][CH:22]=3)=[CH:14][CH:13]=[C:12]([CH3:23])[N:11]=2)=[O:9])=[N:3]1. (4) Given the reactants [CH3:1][O:2][C:3]1[CH:12]=[C:11]2[C:6]([CH:7]=[CH:8][CH:9]=[C:10]2[CH2:13][C:14](O)=O)=[CH:5][CH:4]=1.[H-].[Al+3].[Li+].[H-].[H-].[H-].C(OCC)(=[O:25])C.Cl, predict the reaction product. The product is: [CH3:1][O:2][C:3]1[CH:12]=[C:11]2[C:6]([CH:7]=[CH:8][CH:9]=[C:10]2[CH:13]([OH:25])[CH3:14])=[CH:5][CH:4]=1. (5) Given the reactants [NH2:1][C:2]1[CH:11]=[C:10]2[C:5]([CH2:6][CH2:7][N:8]([C:12](=[O:17])[C:13]([F:16])([F:15])[F:14])[CH2:9]2)=[C:4]([C:18]2[CH:23]=[CH:22][CH:21]=[CH:20][C:19]=2[Cl:24])[CH:3]=1.[CH:25]1([C:31](Cl)=[O:32])[CH2:30][CH2:29][CH2:28][CH2:27][CH2:26]1.C(N(CC)CC)C, predict the reaction product. The product is: [Cl:24][C:19]1[CH:20]=[CH:21][CH:22]=[CH:23][C:18]=1[C:4]1[CH:3]=[C:2]([NH:1][C:31]([CH:25]2[CH2:30][CH2:29][CH2:28][CH2:27][CH2:26]2)=[O:32])[CH:11]=[C:10]2[C:5]=1[CH2:6][CH2:7][N:8]([C:12](=[O:17])[C:13]([F:16])([F:14])[F:15])[CH2:9]2. (6) Given the reactants [C:1]1([C@@H:7]([CH3:12])[CH2:8][C:9]([OH:11])=[O:10])[CH:6]=[CH:5][CH:4]=[CH:3][CH:2]=1, predict the reaction product. The product is: [CH:1]1([C@@H:7]([CH3:12])[CH2:8][C:9]([OH:11])=[O:10])[CH2:6][CH2:5][CH2:4][CH2:3][CH2:2]1. (7) Given the reactants COC[N:4]1[C:12]2[C:7](=[CH:8][CH:9]=[CH:10][C:11]=2[N:13]([CH3:26])S(C2C=CC([N+]([O-])=O)=CC=2)(=O)=O)[CH:6]=[C:5]1[C:27]([O:29][CH2:30][CH3:31])=[O:28].Cl, predict the reaction product. The product is: [CH3:26][NH:13][C:11]1[CH:10]=[CH:9][CH:8]=[C:7]2[C:12]=1[NH:4][C:5]([C:27]([O:29][CH2:30][CH3:31])=[O:28])=[CH:6]2. (8) Given the reactants [C:1]([O:5][C:6](=[O:18])[NH:7][CH2:8][C@H:9]1[CH2:14][CH2:13][C@H:12]([C:15](=O)[NH2:16])[CH2:11][CH2:10]1)([CH3:4])([CH3:3])[CH3:2].C1CCN2C(=NCCC2)CC1.P(Cl)(Cl)(OCC)=O.[NH4+].[Cl-], predict the reaction product. The product is: [C:1]([O:5][C:6](=[O:18])[NH:7][CH2:8][C@H:9]1[CH2:10][CH2:11][C@H:12]([C:15]#[N:16])[CH2:13][CH2:14]1)([CH3:4])([CH3:2])[CH3:3]. (9) Given the reactants BrC1C=C[C:5](NCC(OC)=O)=[N:6]C=1.[Cl:14][C:15]1[CH:16]=[C:17]2[C:21](=[CH:22][CH:23]=1)[N:20]([CH3:24])[CH:19]=[C:18]2[CH:25]=O, predict the reaction product. The product is: [Cl:14][C:15]1[CH:16]=[C:17]2[C:21](=[CH:22][CH:23]=1)[N:20]([CH3:24])[CH:19]=[C:18]2[CH2:25][NH:6][CH3:5].